Dataset: Reaction yield outcomes from USPTO patents with 853,638 reactions. Task: Predict the reaction yield, written as a fraction of the theoretical maximum amount of product (1.0 means a 100% yield; for example, 0.34 means a 34% yield). (1) The reactants are [N+:1]([C:4]1[CH:9]=[CH:8][C:7]([C:10]2[S:11][C:12]3[CH:18]=[C:17]([O:19]C)[CH:16]=[CH:15][C:13]=3[N:14]=2)=[CH:6][CH:5]=1)([O-:3])=[O:2].B(Br)(Br)Br. The catalyst is C(Cl)Cl. The product is [N+:1]([C:4]1[CH:5]=[CH:6][C:7]([C:10]2[S:11][C:12]3[CH:18]=[C:17]([OH:19])[CH:16]=[CH:15][C:13]=3[N:14]=2)=[CH:8][CH:9]=1)([O-:3])=[O:2]. The yield is 0.550. (2) The reactants are [CH3:1][O:2][C:3]1[C:8]([CH:9]2[CH2:13][CH2:12][CH2:11][CH:10]2[C:14](OCC)=[O:15])=[CH:7][CH:6]=[CH:5][N:4]=1.[H-].[H-].[H-].[H-].[Li+].[Al+3]. The catalyst is O1CCCC1. The product is [CH3:1][O:2][C:3]1[C:8]([CH:9]2[CH2:13][CH2:12][CH2:11][CH:10]2[CH2:14][OH:15])=[CH:7][CH:6]=[CH:5][N:4]=1. The yield is 0.930. (3) The reactants are [CH3:1][C@@H:2]1[CH2:10][C:5]2(OCC[O:6]2)[CH2:4][C@@H:3]1[C:11]1[N:15]2[C:16]3[CH:22]=[CH:21][N:20]([CH2:23][O:24][CH2:25][CH2:26][Si:27]([CH3:30])([CH3:29])[CH3:28])[C:17]=3[N:18]=[CH:19][C:14]2=[N:13][N:12]=1.Cl. The catalyst is C1COCC1. The product is [CH3:1][C@H:2]1[C@@H:3]([C:11]2[N:15]3[C:16]4[CH:22]=[CH:21][N:20]([CH2:23][O:24][CH2:25][CH2:26][Si:27]([CH3:30])([CH3:29])[CH3:28])[C:17]=4[N:18]=[CH:19][C:14]3=[N:13][N:12]=2)[CH2:4][C:5](=[O:6])[CH2:10]1. The yield is 0.900. (4) The reactants are [NH2:1][C:2]1[C:7]2=[C:8]([C:13]3[CH:18]=[CH:17][C:16]([NH:19][C:20]([NH:22][C:23]4[CH:28]=[C:27]([C:29]([F:32])([F:31])[F:30])[CH:26]=[CH:25][C:24]=4[F:33])=[O:21])=[C:15]([F:34])[CH:14]=3)[CH:9]=[C:10]([CH:11]=[O:12])[N:6]2[N:5]=[CH:4][N:3]=1.[CH:35]([Mg]Br)=[CH2:36]. The catalyst is C1COCC1. The product is [NH2:1][C:2]1[C:7]2=[C:8]([C:13]3[CH:18]=[CH:17][C:16]([NH:19][C:20]([NH:22][C:23]4[CH:28]=[C:27]([C:29]([F:30])([F:31])[F:32])[CH:26]=[CH:25][C:24]=4[F:33])=[O:21])=[C:15]([F:34])[CH:14]=3)[CH:9]=[C:10]([CH:11]([OH:12])[CH:35]=[CH2:36])[N:6]2[N:5]=[CH:4][N:3]=1. The yield is 0.630.